From a dataset of Reaction yield outcomes from USPTO patents with 853,638 reactions. Predict the reaction yield, written as a fraction of the theoretical maximum amount of product (1.0 means a 100% yield; for example, 0.34 means a 34% yield). The reactants are [CH:1]1([N:4]2[CH2:9][C:8]3([CH2:14][CH2:13][N:12]([CH:15]([C:19]4[CH:24]=[CH:23][C:22]([C:25]5[CH:34]=[C:33]6[C:28]([CH:29]=[CH:30][CH:31]=[N:32]6)=[CH:27][CH:26]=5)=[CH:21][CH:20]=4)[C:16]([OH:18])=O)[CH2:11][CH2:10]3)[O:7][CH2:6][C:5]2=[O:35])[CH2:3][CH2:2]1.[CH:36]([N:39](C(C)C)[CH2:40]C)(C)C.[Cl-].ClC1N(C)CC[N+]=1C.CNC. The catalyst is CN(C)C=O.C1COCC1. The product is [CH:1]1([N:4]2[CH2:9][C:8]3([CH2:10][CH2:11][N:12]([CH:15]([C:19]4[CH:24]=[CH:23][C:22]([C:25]5[CH:34]=[C:33]6[C:28]([CH:29]=[CH:30][CH:31]=[N:32]6)=[CH:27][CH:26]=5)=[CH:21][CH:20]=4)[C:16]([N:39]([CH3:40])[CH3:36])=[O:18])[CH2:13][CH2:14]3)[O:7][CH2:6][C:5]2=[O:35])[CH2:2][CH2:3]1. The yield is 0.260.